From a dataset of Cav3 T-type calcium channel HTS with 100,875 compounds. Binary Classification. Given a drug SMILES string, predict its activity (active/inactive) in a high-throughput screening assay against a specified biological target. (1) The molecule is O(CC(NC(=O)c1[nH]o\c(c1)=C1/C=CC(=O)C=C1)C)C. The result is 0 (inactive). (2) The drug is O=C(N1CCCC1)Nc1c(cccc1)C(OC)=O. The result is 0 (inactive). (3) The drug is Brc1cc2nc(nc2n(c1)C)C(F)(F)F. The result is 0 (inactive).